From a dataset of Reaction yield outcomes from USPTO patents with 853,638 reactions. Predict the reaction yield, written as a fraction of the theoretical maximum amount of product (1.0 means a 100% yield; for example, 0.34 means a 34% yield). (1) The reactants are [NH2:1][C:2]1[CH:9]=[CH:8][C:5]([C:6]#[N:7])=[CH:4][CH:3]=1.[NH4+].[Cl-].[N-:12]=[N+:13]=[N-:14].[Na+]. The catalyst is CN(C=O)C. The product is [NH:12]1[C:6]([C:5]2[CH:8]=[CH:9][C:2]([NH2:1])=[CH:3][CH:4]=2)=[N:7][N:14]=[N:13]1. The yield is 0.444. (2) The reactants are [CH3:1][O:2][C:3]1[C:19]([O:20][CH3:21])=[C:18]([O:22][CH3:23])[CH:17]=[C:16]([CH3:24])[C:4]=1[C:5]([C:7]1[C:8]([F:15])=[N:9][CH:10]=[C:11]([CH3:14])[C:12]=1I)=[O:6].[C:25](=O)([O-])[O-].[K+].[K+].CB1OB(C)OB(C)O1. The catalyst is C1C=CC([P]([Pd]([P](C2C=CC=CC=2)(C2C=CC=CC=2)C2C=CC=CC=2)([P](C2C=CC=CC=2)(C2C=CC=CC=2)C2C=CC=CC=2)[P](C2C=CC=CC=2)(C2C=CC=CC=2)C2C=CC=CC=2)(C2C=CC=CC=2)C2C=CC=CC=2)=CC=1.O1CCOCC1. The product is [CH3:1][O:2][C:3]1[C:19]([O:20][CH3:21])=[C:18]([O:22][CH3:23])[CH:17]=[C:16]([CH3:24])[C:4]=1[C:5]([C:7]1[C:8]([F:15])=[N:9][CH:10]=[C:11]([CH3:14])[C:12]=1[CH3:25])=[O:6]. The yield is 0.700. (3) The reactants are C(=O)([O-])[O-].[Na+].[Na+].[CH:7]([S:10]([C:13]1[CH:18]=[CH:17][C:16]([C:19]2[N:24]=[C:23]([C:25]#[C:26][Si](C)(C)C)[CH:22]=[N:21][CH:20]=2)=[CH:15][CH:14]=1)(=[O:12])=[O:11])([CH3:9])[CH3:8]. The catalyst is CO.CCOC(C)=O.O. The product is [C:25]([C:23]1[CH:22]=[N:21][CH:20]=[C:19]([C:16]2[CH:17]=[CH:18][C:13]([S:10]([CH:7]([CH3:9])[CH3:8])(=[O:12])=[O:11])=[CH:14][CH:15]=2)[N:24]=1)#[CH:26]. The yield is 0.980. (4) The reactants are [Cl:1][C:2]1[C:7]([CH2:8][CH2:9]O)=[C:6]([NH:11][C@@H:12]2[C:20]3[C:15](=[CH:16][CH:17]=[CH:18][CH:19]=3)[CH2:14][CH2:13]2)[N:5]=[CH:4][N:3]=1.[C:21]1(=[O:31])[NH:25][C:24](=[O:26])[C:23]2=[CH:27][CH:28]=[CH:29][CH:30]=[C:22]12.C1(P(C2C=CC=CC=2)C2C=CC=CC=2)C=CC=CC=1.CC(OC(/N=N/C(OC(C)C)=O)=O)C. The catalyst is C1COCC1. The product is [Cl:1][C:2]1[C:7]([CH2:8][CH2:9][N:25]2[C:21](=[O:31])[C:22]3[C:23](=[CH:27][CH:28]=[CH:29][CH:30]=3)[C:24]2=[O:26])=[C:6]([NH:11][C@@H:12]2[C:20]3[C:15](=[CH:16][CH:17]=[CH:18][CH:19]=3)[CH2:14][CH2:13]2)[N:5]=[CH:4][N:3]=1. The yield is 0.860. (5) The reactants are F[C:2]1[CH:7]=[CH:6][C:5]([N+:8]([O-])=O)=[CH:4][CH:3]=1.[CH3:11][C:12]1[N:13]=[CH:14][NH:15][CH:16]=1.C([O-])([O-])=O.[K+].[K+]. The product is [CH3:11][C:12]1[N:13]=[CH:14][N:15]([C:2]2[CH:7]=[CH:6][C:5]([NH2:8])=[CH:4][CH:3]=2)[CH:16]=1. The yield is 0.870. The catalyst is CN(C=O)C. (6) The reactants are Cl.[O:2]=[C:3]1[NH:11][C:10]2[C:5](=[N:6][C:7]([C:12]3[CH:13]=[N:14][N:15]4[CH:20]=[CH:19][C:18]([C:21]#[N:22])=[CH:17][C:16]=34)=[N:8][CH:9]=2)[N:4]1[C@H:23]1[CH2:28][CH2:27][CH2:26][NH:25][CH2:24]1.[CH3:29][S:30](O[S:30]([CH3:29])(=[O:32])=[O:31])(=[O:32])=[O:31]. The catalyst is CN(C=O)C. The product is [CH3:29][S:30]([N:25]1[CH2:26][CH2:27][CH2:28][C@H:23]([N:4]2[C:3](=[O:2])[NH:11][C:10]3[C:5]2=[N:6][C:7]([C:12]2[CH:13]=[N:14][N:15]4[CH:20]=[CH:19][C:18]([C:21]#[N:22])=[CH:17][C:16]=24)=[N:8][CH:9]=3)[CH2:24]1)(=[O:32])=[O:31]. The yield is 0.520. (7) The reactants are COC1C=C(OC)C=CC=1C[N:6]([C:35]1[CH:40]=[CH:39][N:38]=[CH:37][N:36]=1)[S:7]([C:10]1[CH:15]=[C:14]([CH3:16])[C:13]([O:17][C@H:18]2[CH2:22][CH2:21][CH2:20][C@@H:19]2[C:23]2[N:27](C3CCCCO3)[N:26]=[CH:25][CH:24]=2)=[CH:12][C:11]=1[F:34])(=[O:9])=[O:8].C([SiH](CC)CC)C.FC(F)(F)C(O)=O. The catalyst is ClCCl. The product is [F:34][C:11]1[CH:12]=[C:13]([O:17][C@H:18]2[CH2:22][CH2:21][CH2:20][C@@H:19]2[C:23]2[NH:27][N:26]=[CH:25][CH:24]=2)[C:14]([CH3:16])=[CH:15][C:10]=1[S:7]([NH:6][C:35]1[CH:40]=[CH:39][N:38]=[CH:37][N:36]=1)(=[O:8])=[O:9]. The yield is 0.990.